This data is from Forward reaction prediction with 1.9M reactions from USPTO patents (1976-2016). The task is: Predict the product of the given reaction. (1) Given the reactants [C:1]([O:5][C:6]1[CH:7]=[C:8]([CH:25]=[CH:26][CH:27]=1)[CH2:9][CH:10]([CH:16]([C:18]1[CH:23]=[CH:22][C:21]([F:24])=[CH:20][CH:19]=1)[OH:17])[C:11]([O:13]CC)=[O:12])([CH3:4])([CH3:3])[CH3:2].[OH-].[Na+].S([O-])(O)(=O)=O.[K+], predict the reaction product. The product is: [C:1]([O:5][C:6]1[CH:7]=[C:8]([CH:25]=[CH:26][CH:27]=1)[CH2:9][CH:10]([CH:16]([C:18]1[CH:19]=[CH:20][C:21]([F:24])=[CH:22][CH:23]=1)[OH:17])[C:11]([OH:13])=[O:12])([CH3:4])([CH3:2])[CH3:3]. (2) Given the reactants [Br:1][C:2]1[CH:11]=[CH:10][C:9]([N+:12]([O-:14])=[O:13])=[C:8]2[C:3]=1[CH:4]=[CH:5][N:6]=[CH:7]2.[BH4-].[Na+].[C:17](O)(=O)[CH3:18], predict the reaction product. The product is: [CH2:17]([N:6]1[CH2:5][CH2:4][CH:3]2[C:8](=[C:9]([N+:12]([O-:14])=[O:13])[CH:10]=[CH:11][CH:2]2[Br:1])[CH2:7]1)[CH3:18].